From a dataset of Full USPTO retrosynthesis dataset with 1.9M reactions from patents (1976-2016). Predict the reactants needed to synthesize the given product. Given the product [CH3:1][O:2][C:3]1[CH:8]=[CH:7][CH:6]=[CH:5][C:4]=1[S:9]([N:12]([CH3:25])[C:13]1[CH:14]=[CH:15][CH:16]=[C:17]2[C:21]=1[NH:20][C:19]([C:22]([NH2:27])=[O:23])=[CH:18]2)(=[O:11])=[O:10], predict the reactants needed to synthesize it. The reactants are: [CH3:1][O:2][C:3]1[CH:8]=[CH:7][CH:6]=[CH:5][C:4]=1[S:9]([N:12]([CH3:25])[C:13]1[CH:14]=[CH:15][CH:16]=[C:17]2[C:21]=1[NH:20][C:19]([C:22](O)=[O:23])=[CH:18]2)(=[O:11])=[O:10].C[N:27](C)C=O.Cl.CN(C)CCCN=C=NCC.